Dataset: Forward reaction prediction with 1.9M reactions from USPTO patents (1976-2016). Task: Predict the product of the given reaction. Given the reactants [H-].[Li+].[Al+3].[H-].[H-].[H-].[N:7]1([CH2:13][CH2:14][NH:15][C:16](=O)OC(C)(C)C)[CH2:12][CH:11]=[CH:10][CH2:9][CH2:8]1.[OH-].[Na+], predict the reaction product. The product is: [N:7]1([CH2:13][CH2:14][NH:15][CH3:16])[CH2:8][CH:9]=[CH:10][CH2:11][CH2:12]1.